From a dataset of Full USPTO retrosynthesis dataset with 1.9M reactions from patents (1976-2016). Predict the reactants needed to synthesize the given product. (1) The reactants are: [F:1][C:2]1[CH:3]=[N:4][CH:5]=[C:6]([CH:11]=1)[C:7](Cl)=[N:8][OH:9].[C:12]([C:14]1[CH:19]=[CH:18][C:17]([F:20])=[C:16]([CH3:21])[CH:15]=1)#[CH:13].N. Given the product [F:20][C:17]1[CH:18]=[CH:19][C:14]([C:12]2[O:9][N:8]=[C:7]([C:6]3[CH:5]=[N:4][CH:3]=[C:2]([F:1])[CH:11]=3)[CH:13]=2)=[CH:15][C:16]=1[CH3:21], predict the reactants needed to synthesize it. (2) Given the product [ClH:28].[CH2:1]([O:3][C:4]1[CH:9]=[CH:8][C:7]([S:10]([CH2:13][CH2:14][CH:15]2[CH2:20][CH2:19][NH:18][CH2:17][CH2:16]2)(=[O:11])=[O:12])=[CH:6][CH:5]=1)[CH3:2], predict the reactants needed to synthesize it. The reactants are: [CH2:1]([O:3][C:4]1[CH:9]=[CH:8][C:7]([S:10]([CH2:13][CH2:14][CH:15]2[CH2:20][CH2:19][N:18](C(OC(C)(C)C)=O)[CH2:17][CH2:16]2)(=[O:12])=[O:11])=[CH:6][CH:5]=1)[CH3:2].[ClH:28]. (3) Given the product [Br:1][C:2]1[CH:7]=[CH:6][N:5]2[C:8]([C:11]([OH:13])=[O:12])=[CH:9][N:10]=[C:4]2[CH:3]=1, predict the reactants needed to synthesize it. The reactants are: [Br:1][C:2]1[CH:7]=[CH:6][N:5]2[C:8]([C:11]([O:13]CC)=[O:12])=[CH:9][N:10]=[C:4]2[CH:3]=1.O.[OH-].[Li+].O1CCCC1.C(O)C.O.O. (4) Given the product [Br:12][C:6]1[C:5]([O:13][CH3:14])=[C:4]([CH:9]=[C:8]([O:10][CH3:11])[CH:7]=1)[C:3]([OH:15])=[O:2], predict the reactants needed to synthesize it. The reactants are: C[O:2][C:3](=[O:15])[C:4]1[CH:9]=[C:8]([O:10][CH3:11])[CH:7]=[C:6]([Br:12])[C:5]=1[O:13][CH3:14].[OH-].[Na+]. (5) The reactants are: Cl.[NH2:2][CH2:3][C:4]([C:7]1[CH:8]=[C:9]([C:12]#[N:13])[NH:10][CH:11]=1)([CH3:6])[CH3:5].C([CH:17](Br)[C:18](=O)[C:19]([O-:21])=[O:20])(C)C.N1C=C[CH:27]=[CH:26][CH:25]=1. Given the product [C:12]([C:9]1[NH:10][C:11]2[C:18]([C:19]([O:21][CH:26]([CH3:27])[CH3:25])=[O:20])=[CH:17][NH:2][CH2:3][C:4]([CH3:6])([CH3:5])[C:7]=2[CH:8]=1)#[N:13], predict the reactants needed to synthesize it. (6) Given the product [CH3:37][C:8]1[CH:9]=[CH:10][C:11]([C@@H:13]2[CH2:18][CH2:17][CH2:16][N:15]([C:19]([C:21]3[S:25][C:24]([C:26]4[CH:27]=[CH:28][C:29]([C:32]([F:35])([F:33])[F:34])=[CH:30][CH:31]=4)=[N:23][C:22]=3[CH3:36])=[O:20])[CH2:14]2)=[CH:12][C:7]=1[O:6][CH2:5][C:4]([OH:38])=[O:3], predict the reactants needed to synthesize it. The reactants are: C([O:3][C:4](=[O:38])[CH2:5][O:6][C:7]1[CH:12]=[C:11]([CH:13]2[CH2:18][CH2:17][CH2:16][N:15]([C:19]([C:21]3[S:25][C:24]([C:26]4[CH:31]=[CH:30][C:29]([C:32]([F:35])([F:34])[F:33])=[CH:28][CH:27]=4)=[N:23][C:22]=3[CH3:36])=[O:20])[CH2:14]2)[CH:10]=[CH:9][C:8]=1[CH3:37])C.C(=O)([O-])[O-].[K+].[K+].CO.